This data is from NCI-60 drug combinations with 297,098 pairs across 59 cell lines. The task is: Regression. Given two drug SMILES strings and cell line genomic features, predict the synergy score measuring deviation from expected non-interaction effect. Drug 1: C(=O)(N)NO. Drug 2: CCC1(C2=C(COC1=O)C(=O)N3CC4=CC5=C(C=CC(=C5CN(C)C)O)N=C4C3=C2)O.Cl. Cell line: MDA-MB-231. Synergy scores: CSS=14.8, Synergy_ZIP=-3.23, Synergy_Bliss=-1.14, Synergy_Loewe=-9.44, Synergy_HSA=-1.23.